From a dataset of Reaction yield outcomes from USPTO patents with 853,638 reactions. Predict the reaction yield, written as a fraction of the theoretical maximum amount of product (1.0 means a 100% yield; for example, 0.34 means a 34% yield). The reactants are F[C:2]1[CH:3]=[C:4]([CH:7]=[CH:8][C:9]=1[N+:10]([O-:12])=[O:11])[C:5]#[N:6].[F:13][CH:14]([F:24])[O:15][C:16]1[CH:21]=[CH:20][CH:19]=[CH:18][C:17]=1[CH2:22][NH2:23].C([O-])([O-])=O.[K+].[K+]. The catalyst is C1COCC1.C(Cl)Cl. The product is [F:13][CH:14]([F:24])[O:15][C:16]1[CH:21]=[CH:20][CH:19]=[CH:18][C:17]=1[CH2:22][NH:23][C:2]1[CH:3]=[C:4]([CH:7]=[CH:8][C:9]=1[N+:10]([O-:12])=[O:11])[C:5]#[N:6]. The yield is 1.00.